This data is from NCI-60 drug combinations with 297,098 pairs across 59 cell lines. The task is: Regression. Given two drug SMILES strings and cell line genomic features, predict the synergy score measuring deviation from expected non-interaction effect. (1) Drug 1: CC(CN1CC(=O)NC(=O)C1)N2CC(=O)NC(=O)C2. Drug 2: N.N.Cl[Pt+2]Cl. Cell line: ACHN. Synergy scores: CSS=38.8, Synergy_ZIP=1.46, Synergy_Bliss=2.19, Synergy_Loewe=2.29, Synergy_HSA=3.73. (2) Drug 1: CN1C2=C(C=C(C=C2)N(CCCl)CCCl)N=C1CCCC(=O)O.Cl. Drug 2: CN(C(=O)NC(C=O)C(C(C(CO)O)O)O)N=O. Cell line: LOX IMVI. Synergy scores: CSS=11.0, Synergy_ZIP=3.36, Synergy_Bliss=7.02, Synergy_Loewe=4.77, Synergy_HSA=5.41. (3) Drug 1: C1CC(=O)NC(=O)C1N2CC3=C(C2=O)C=CC=C3N. Drug 2: C1CNP(=O)(OC1)N(CCCl)CCCl. Cell line: T-47D. Synergy scores: CSS=1.27, Synergy_ZIP=-0.309, Synergy_Bliss=-0.462, Synergy_Loewe=0.985, Synergy_HSA=0.552. (4) Drug 1: CCC1(CC2CC(C3=C(CCN(C2)C1)C4=CC=CC=C4N3)(C5=C(C=C6C(=C5)C78CCN9C7C(C=CC9)(C(C(C8N6C=O)(C(=O)OC)O)OC(=O)C)CC)OC)C(=O)OC)O.OS(=O)(=O)O. Drug 2: C(CN)CNCCSP(=O)(O)O. Cell line: BT-549. Synergy scores: CSS=12.8, Synergy_ZIP=-4.16, Synergy_Bliss=-1.71, Synergy_Loewe=-22.5, Synergy_HSA=0.489. (5) Synergy scores: CSS=-1.42, Synergy_ZIP=0.831, Synergy_Bliss=-0.222, Synergy_Loewe=-2.86, Synergy_HSA=-2.57. Drug 2: CS(=O)(=O)OCCCCOS(=O)(=O)C. Drug 1: C1=CC=C(C=C1)NC(=O)CCCCCCC(=O)NO. Cell line: EKVX. (6) Drug 1: CCC1=C2CN3C(=CC4=C(C3=O)COC(=O)C4(CC)O)C2=NC5=C1C=C(C=C5)O. Drug 2: COC1=C2C(=CC3=C1OC=C3)C=CC(=O)O2. Cell line: NCI/ADR-RES. Synergy scores: CSS=7.75, Synergy_ZIP=-5.02, Synergy_Bliss=-1.17, Synergy_Loewe=-28.7, Synergy_HSA=-3.56. (7) Drug 1: C1CCN(CC1)CCOC2=CC=C(C=C2)C(=O)C3=C(SC4=C3C=CC(=C4)O)C5=CC=C(C=C5)O. Drug 2: CC1C(C(CC(O1)OC2CC(CC3=C2C(=C4C(=C3O)C(=O)C5=CC=CC=C5C4=O)O)(C(=O)C)O)N)O. Cell line: NCI-H522. Synergy scores: CSS=36.5, Synergy_ZIP=0.472, Synergy_Bliss=3.57, Synergy_Loewe=0.569, Synergy_HSA=2.26.